The task is: Predict the reaction yield, written as a fraction of the theoretical maximum amount of product (1.0 means a 100% yield; for example, 0.34 means a 34% yield).. This data is from Reaction yield outcomes from USPTO patents with 853,638 reactions. (1) The reactants are [C:1]([O:5][C:6]([N:8]1[CH2:13][CH2:12][CH:11]([NH:14][C:15]2[CH:16]=[C:17]([CH:22]=[CH:23][N:24]=2)[C:18]([O:20]C)=[O:19])[CH2:10][CH2:9]1)=[O:7])([CH3:4])([CH3:3])[CH3:2].[OH-].[Na+]. The catalyst is CO. The product is [C:1]([O:5][C:6]([N:8]1[CH2:13][CH2:12][CH:11]([NH:14][C:15]2[CH:16]=[C:17]([CH:22]=[CH:23][N:24]=2)[C:18]([OH:20])=[O:19])[CH2:10][CH2:9]1)=[O:7])([CH3:4])([CH3:2])[CH3:3]. The yield is 0.894. (2) The reactants are [NH2:1][C:2]1[CH:7]=[CH:6][C:5]([C:8]2[N:13]=[C:12]([N:14]3[CH2:19][CH2:18][O:17][CH2:16][CH2:15]3)[N:11]=[C:10]([C:20]3[CH:25]=[CH:24][C:23]([NH:26][C:27]([NH:29][CH3:30])=[O:28])=[CH:22][CH:21]=3)[N:9]=2)=[CH:4][CH:3]=1.C(N(CC)CC)C.[C:38]([C:41]1[CH:46]=[CH:45][C:44]([NH:47][C:48](=[O:56])OC2C=CC=CC=2)=[CH:43][CH:42]=1)(=[O:40])[NH2:39]. The catalyst is CN(C=O)C. The product is [CH3:30][NH:29][C:27]([NH:26][C:23]1[CH:22]=[CH:21][C:20]([C:10]2[N:11]=[C:12]([N:14]3[CH2:15][CH2:16][O:17][CH2:18][CH2:19]3)[N:13]=[C:8]([C:5]3[CH:4]=[CH:3][C:2]([NH:1][C:48]([NH:47][C:44]4[CH:43]=[CH:42][C:41]([C:38]([NH2:39])=[O:40])=[CH:46][CH:45]=4)=[O:56])=[CH:7][CH:6]=3)[N:9]=2)=[CH:25][CH:24]=1)=[O:28]. The yield is 0.0530. (3) The yield is 0.168. The product is [NH2:11][CH2:2][C:3]1[CH:10]=[CH:9][C:6]([C:7]#[N:8])=[CH:5][CH:4]=1. The reactants are Br[CH2:2][C:3]1[CH:10]=[CH:9][C:6]([C:7]#[N:8])=[CH:5][CH:4]=1.[NH3:11]. The catalyst is CO. (4) The reactants are [CH:1]([N:4]1[C:10]2[CH:11]=[C:12]([N+:15]([O-])=O)[CH:13]=[CH:14][C:9]=2[O:8][CH2:7][CH2:6][CH2:5]1)([CH3:3])[CH3:2]. The catalyst is [Pd].CO. The product is [CH:1]([N:4]1[C:10]2[CH:11]=[C:12]([NH2:15])[CH:13]=[CH:14][C:9]=2[O:8][CH2:7][CH2:6][CH2:5]1)([CH3:3])[CH3:2]. The yield is 0.980.